Dataset: Merck oncology drug combination screen with 23,052 pairs across 39 cell lines. Task: Regression. Given two drug SMILES strings and cell line genomic features, predict the synergy score measuring deviation from expected non-interaction effect. Drug 1: NC(=O)c1cccc2cn(-c3ccc(C4CCCNC4)cc3)nc12. Drug 2: NC1CCCCC1N.O=C(O)C(=O)O.[Pt+2]. Cell line: KPL1. Synergy scores: synergy=-1.07.